From a dataset of Full USPTO retrosynthesis dataset with 1.9M reactions from patents (1976-2016). Predict the reactants needed to synthesize the given product. (1) Given the product [Br:1][C:2]1[CH:3]=[C:4]([NH:9][S:18]([C:12]2[CH:13]=[CH:14][C:15]([F:17])=[CH:16][C:11]=2[F:10])(=[O:20])=[O:19])[CH:5]=[N:6][CH:7]=1, predict the reactants needed to synthesize it. The reactants are: [Br:1][C:2]1[CH:3]=[C:4]([NH2:9])[C:5](Cl)=[N:6][CH:7]=1.[F:10][C:11]1[CH:16]=[C:15]([F:17])[CH:14]=[CH:13][C:12]=1[S:18](Cl)(=[O:20])=[O:19].Cl. (2) Given the product [Cl:1][C:2]1[C:6]([N:19]([CH2:20][CH2:21][CH3:22])[CH2:16][CH2:15][CH3:14])=[N:5][NH:4][C:3]=1[CH3:8], predict the reactants needed to synthesize it. The reactants are: [Cl:1][C:2]1[C:3]([C:8](OCC)=O)=[N:4][NH:5][C:6]=1C.C[C:14]1NN=[C:16]([N:19](CCC)[CH2:20][CH2:21][CH3:22])[CH:15]=1. (3) Given the product [CH:1]1([NH:4][C:5]([NH:6][C:7]2[CH:31]=[CH:30][C:10]([O:11][C:12]3[CH:17]=[CH:16][N:15]=[C:14]4[CH:18]=[C:19]([C:21]5[CH:29]=[CH:28][C:24]([C:25]([N:58]6[CH2:57][CH2:56][CH:55]([N:52]7[CH2:51][CH2:50][N:49]([CH3:48])[CH2:54][CH2:53]7)[CH2:60][CH2:59]6)=[O:27])=[CH:23][N:22]=5)[S:20][C:13]=34)=[C:9]([F:32])[CH:8]=2)=[O:33])[CH2:3][CH2:2]1, predict the reactants needed to synthesize it. The reactants are: [CH:1]1([NH:4][C:5](=[O:33])[NH:6][C:7]2[CH:31]=[CH:30][C:10]([O:11][C:12]3[CH:17]=[CH:16][N:15]=[C:14]4[CH:18]=[C:19]([C:21]5[CH:29]=[CH:28][C:24]([C:25]([OH:27])=O)=[CH:23][N:22]=5)[S:20][C:13]=34)=[C:9]([F:32])[CH:8]=2)[CH2:3][CH2:2]1.C1C=CC2N(O)N=NC=2C=1.C(Cl)CCl.[CH3:48][N:49]1[CH2:54][CH2:53][N:52]([CH:55]2[CH2:60][CH2:59][NH:58][CH2:57][CH2:56]2)[CH2:51][CH2:50]1. (4) Given the product [Br:11][C:12]1[S:13][C:14]([Cl:19])=[CH:15][C:16]=1[CH:17]=[O:18], predict the reactants needed to synthesize it. The reactants are: CS(C)=O.C(Cl)(=O)C(Cl)=O.[Br:11][C:12]1[S:13][C:14]([Cl:19])=[CH:15][C:16]=1[CH2:17][OH:18].C(N(CC)CC)C. (5) Given the product [NH2:31][C@H:32]1[CH2:37][CH2:36][CH2:35][CH2:34][C@H:33]1[NH:38][C:11]1[N:16]=[C:15]([NH:17][C:18]2[CH:26]=[CH:25][CH:24]=[C:23]3[C:19]=2[CH:20]=[CH:21][N:22]3[CH3:27])[C:14]([C:28]([NH2:30])=[O:29])=[CH:13][N:12]=1, predict the reactants needed to synthesize it. The reactants are: N1(O[C:11]2[N:16]=[C:15]([NH:17][C:18]3[CH:26]=[CH:25][CH:24]=[C:23]4[C:19]=3[CH:20]=[CH:21][N:22]4[CH3:27])[C:14]([C:28]([NH2:30])=[O:29])=[CH:13][N:12]=2)C2C=CC=CC=2N=N1.[NH2:31][C@@H:32]1[CH2:37][CH2:36][CH2:35][CH2:34][C@@H:33]1[NH:38]C(=O)OC(C)(C)C.CCN(C(C)C)C(C)C. (6) Given the product [C:22]([OH:24])(=[O:23])[CH2:2][CH2:10][CH2:9][CH2:8][CH2:7][CH2:3][C:4]([OH:6])=[O:5], predict the reactants needed to synthesize it. The reactants are: Cl[C:2]1[CH:10]=[CH:9][CH:8]=[C:7](Cl)[C:3]=1[C:4]([OH:6])=[O:5].OO.C1CCCCCCC=1.[C:22]([O-])([OH:24])=[O:23].[Na+]. (7) Given the product [CH:1]([O:4][C:5](=[O:17])[CH2:6][CH2:7][C:8]1[CH:13]=[CH:12][C:11]([C:14]#[N:15])=[C:10]([O:16][CH2:24][CH:25]2[CH2:27][O:26]2)[CH:9]=1)([CH3:3])[CH3:2], predict the reactants needed to synthesize it. The reactants are: [CH:1]([O:4][C:5](=[O:17])[CH2:6][CH2:7][C:8]1[CH:13]=[CH:12][C:11]([C:14]#[N:15])=[C:10]([OH:16])[CH:9]=1)([CH3:3])[CH3:2].C([O-])([O-])=O.[K+].[K+].[CH3:24][C:25]([CH3:27])=[O:26]. (8) Given the product [N:33]([C@@H:36]([CH:40]([C:41]1[CH:46]=[CH:45][CH:44]=[C:43]([F:47])[CH:42]=1)[C:48]1[CH:53]=[CH:52][CH:51]=[C:50]([F:54])[CH:49]=1)[C:37]([NH:1][C:2]1[CH:31]=[CH:30][CH:29]=[C:28]([F:32])[C:3]=1[CH2:4][CH2:5][C@@H:6]1[N:11]([S:12]([C:15]2[CH:16]=[CH:17][CH:18]=[CH:19][CH:20]=2)(=[O:13])=[O:14])[CH2:10][CH2:9][N:8]([C:21]([O:23][C:24]([CH3:27])([CH3:25])[CH3:26])=[O:22])[CH2:7]1)=[O:38])=[N+:34]=[N-:35], predict the reactants needed to synthesize it. The reactants are: [NH2:1][C:2]1[CH:31]=[CH:30][CH:29]=[C:28]([F:32])[C:3]=1[CH2:4][CH2:5][C@@H:6]1[N:11]([S:12]([C:15]2[CH:20]=[CH:19][CH:18]=[CH:17][CH:16]=2)(=[O:14])=[O:13])[CH2:10][CH2:9][N:8]([C:21]([O:23][C:24]([CH3:27])([CH3:26])[CH3:25])=[O:22])[CH2:7]1.[N:33]([C@@H:36]([CH:40]([C:48]1[CH:53]=[CH:52][CH:51]=[C:50]([F:54])[CH:49]=1)[C:41]1[CH:46]=[CH:45][CH:44]=[C:43]([F:47])[CH:42]=1)[C:37](O)=[O:38])=[N+:34]=[N-:35].O=P(Cl)(Cl)Cl.